Dataset: Full USPTO retrosynthesis dataset with 1.9M reactions from patents (1976-2016). Task: Predict the reactants needed to synthesize the given product. The reactants are: [F:1][C:2]1[CH:7]=[CH:6][C:5]([C:8]2[CH:12]=[CH:11][NH:10][N:9]=2)=[CH:4][CH:3]=1.[CH:13]1(B(O)O)[CH2:15][CH2:14]1.C(N(CC)CC)C.N1C=CC=CC=1. Given the product [CH:13]1([N:10]2[CH:11]=[CH:12][C:8]([C:5]3[CH:4]=[CH:3][C:2]([F:1])=[CH:7][CH:6]=3)=[N:9]2)[CH2:15][CH2:14]1, predict the reactants needed to synthesize it.